This data is from Catalyst prediction with 721,799 reactions and 888 catalyst types from USPTO. The task is: Predict which catalyst facilitates the given reaction. (1) Reactant: [F:1][C:2]1[CH:3]=[C:4]2[NH:10][N:9]=[C:8]([CH2:11][C:12]3[CH:17]=[CH:16][CH:15]=[CH:14][C:13]=3[F:18])[C:5]2=[N:6][CH:7]=1.[H-].[Na+].Cl[C:22]1[N:27]=[C:26]([NH2:28])[C:25]([N+:29]([O-:31])=[O:30])=[C:24]([NH2:32])[N:23]=1.O. Product: [F:1][C:2]1[CH:3]=[C:4]2[N:10]([C:22]3[N:23]=[C:24]([NH2:32])[C:25]([N+:29]([O-:31])=[O:30])=[C:26]([NH2:28])[N:27]=3)[N:9]=[C:8]([CH2:11][C:12]3[CH:17]=[CH:16][CH:15]=[CH:14][C:13]=3[F:18])[C:5]2=[N:6][CH:7]=1. The catalyst class is: 3. (2) Product: [Cl:1][C:2]1[CH:3]=[CH:4][C:5]([OH:12])=[C:6]([CH2:8][C:9]([NH2:11])=[O:10])[CH:7]=1. Reactant: [Cl:1][C:2]1[CH:3]=[CH:4][C:5]([O:12]C)=[C:6]([CH2:8][C:9]([NH2:11])=[O:10])[CH:7]=1.B(Br)(Br)Br.C(OCC)C. The catalyst class is: 96. (3) Reactant: C[O:2][C:3](=[O:31])[CH2:4][NH:5][C:6]1[N:11]=[C:10]([NH:12][CH2:13][CH:14]2[CH2:19][CH2:18][CH:17]([NH:20][C:21]([O:23][C:24]([CH3:27])([CH3:26])[CH3:25])=[O:22])[CH2:16][CH2:15]2)[C:9]([N+:28]([O-:30])=[O:29])=[CH:8][N:7]=1.O.[OH-].[Li+]. Product: [C:24]([O:23][C:21]([NH:20][CH:17]1[CH2:18][CH2:19][CH:14]([CH2:13][NH:12][C:10]2[C:9]([N+:28]([O-:30])=[O:29])=[CH:8][N:7]=[C:6]([NH:5][CH2:4][C:3]([OH:31])=[O:2])[N:11]=2)[CH2:15][CH2:16]1)=[O:22])([CH3:27])([CH3:25])[CH3:26]. The catalyst class is: 24. (4) Reactant: [CH3:1][O:2][C:3]([N:5]1[CH2:55][CH2:54][C:8]2([CH2:11][N:10]([C:12]3[C:17]([CH3:18])=[C:16]([C:19]4[C:20]([CH3:25])=[N:21][O:22][C:23]=4[CH3:24])[N:15]=[C:14]([C:26]4[CH:31]=[C:30]([O:32][CH2:33][C@H:34]([O:45][Si](C(C)(C)C)(C)C)[CH2:35][N:36](C(OC(C)(C)C)=O)[CH3:37])[CH:29]=[CH:28][C:27]=4[Cl:53])[N:13]=3)[CH2:9]2)[CH2:7][CH2:6]1)=[O:4]. Product: [CH3:1][O:2][C:3]([N:5]1[CH2:6][CH2:7][C:8]2([CH2:11][N:10]([C:12]3[C:17]([CH3:18])=[C:16]([C:19]4[C:20]([CH3:25])=[N:21][O:22][C:23]=4[CH3:24])[N:15]=[C:14]([C:26]4[CH:31]=[C:30]([O:32][CH2:33][C@H:34]([OH:45])[CH2:35][NH:36][CH3:37])[CH:29]=[CH:28][C:27]=4[Cl:53])[N:13]=3)[CH2:9]2)[CH2:54][CH2:55]1)=[O:4]. The catalyst class is: 67. (5) Reactant: [N:1]1[C:5]2[CH:6]=[CH:7][CH:8]=[CH:9][C:4]=2[NH:3][C:2]=1[CH2:10][C:11]#[N:12].[S:13]1[C:17]2[CH:18]=[CH:19][CH:20]=[CH:21][C:16]=2[C:15]([CH:22]([C:27]([CH3:29])=O)[C:23](OC)=[O:24])=[CH:14]1.C([O-])(=O)C.[NH4+]. Product: [S:13]1[C:17]2[CH:18]=[CH:19][CH:20]=[CH:21][C:16]=2[C:15]([C:22]2[C:23](=[O:24])[N:3]3[C:2]([NH:1][C:5]4[CH:6]=[CH:7][CH:8]=[CH:9][C:4]=43)=[C:10]([C:11]#[N:12])[C:27]=2[CH3:29])=[CH:14]1. The catalyst class is: 6. (6) Product: [CH2:1]([O:3][CH:4]([N:6]1[C:10]([C:11]2[CH:16]=[CH:15][C:14]([S:17][CH3:18])=[CH:13][CH:12]=2)=[C:9]([C:19]2[CH:20]=[CH:21][C:22]([F:25])=[CH:23][CH:24]=2)[N:8]=[C:7]1[C:42](=[O:47])[C:43]([F:46])([F:45])[F:44])[CH3:5])[CH3:2]. Reactant: [CH2:1]([O:3][CH:4]([N:6]1[C:10]([C:11]2[CH:16]=[CH:15][C:14]([S:17][CH3:18])=[CH:13][CH:12]=2)=[C:9]([C:19]2[CH:24]=[CH:23][C:22]([F:25])=[CH:21][CH:20]=2)[N:8]=[CH:7]1)[CH3:5])[CH3:2].CN(CCN(C)C)C.C([Li])CCC.CON(C)[C:42](=[O:47])[C:43]([F:46])([F:45])[F:44]. The catalyst class is: 165. (7) Reactant: [BH4-].[Na+].[CH:3]([C:5]1[C:9]([C:10]([O:12][CH2:13][CH3:14])=[O:11])=[CH:8][N:7]([CH2:15][O:16][CH3:17])[N:6]=1)=[O:4].C(C1N(COC)N=CC=1C(OCC)=O)=O. Product: [OH:4][CH2:3][C:5]1[C:9]([C:10]([O:12][CH2:13][CH3:14])=[O:11])=[CH:8][N:7]([CH2:15][O:16][CH3:17])[N:6]=1. The catalyst class is: 14. (8) Reactant: [C:1]([C:4]1[CH:8]([CH:9]2[CH2:14][CH2:13][CH2:12][CH2:11][CH2:10]2)[N:7]([C:15]2[CH:20]=[CH:19][C:18]([CH3:21])=[CH:17][CH:16]=2)[C:6](=[O:22])[C:5]=1O)(=[O:3])[CH3:2].C([O-])=O.[NH4+:27].O. Product: [C:1]([C:4]1[CH:8]([CH:9]2[CH2:14][CH2:13][CH2:12][CH2:11][CH2:10]2)[N:7]([C:15]2[CH:20]=[CH:19][C:18]([CH3:21])=[CH:17][CH:16]=2)[C:6](=[O:22])[C:5]=1[NH2:27])(=[O:3])[CH3:2]. The catalyst class is: 8. (9) Reactant: [CH2:1]([NH:5][C:6](=[O:37])[C:7](=[CH2:36])[CH2:8][C@H:9]([OH:35])[C@@H:10]([NH:27][C:28]([O:30][C:31]([CH3:34])([CH3:33])[CH3:32])=[O:29])[CH2:11][C@@H:12]([CH:24]([CH3:26])[CH3:25])[CH2:13][C:14]1[CH:19]=[CH:18][C:17]([C:20]([CH3:23])([CH3:22])[CH3:21])=[CH:16][CH:15]=1)[CH2:2][CH2:3][CH3:4]. Product: [CH2:1]([NH:5][C:6](=[O:37])[CH:7]([CH3:36])[CH2:8][C@H:9]([OH:35])[C@@H:10]([NH:27][C:28]([O:30][C:31]([CH3:32])([CH3:34])[CH3:33])=[O:29])[CH2:11][C@@H:12]([CH:24]([CH3:25])[CH3:26])[CH2:13][C:14]1[CH:19]=[CH:18][C:17]([C:20]([CH3:23])([CH3:22])[CH3:21])=[CH:16][CH:15]=1)[CH2:2][CH2:3][CH3:4]. The catalyst class is: 312. (10) Reactant: Cl[C:2]1[N:7]=[C:6]2[NH:8][N:9]=[C:10]([C:11]3[CH:16]=[CH:15][N:14]=[C:13]([S:17][CH3:18])[N:12]=3)[C:5]2=[CH:4][N:3]=1.[N:19]1([CH2:25][CH2:26][NH2:27])[CH2:24][CH2:23][CH2:22][CH2:21][CH2:20]1.C(N(CC)CC)C. Product: [CH3:18][S:17][C:13]1[N:12]=[C:11]([C:10]2[C:5]3[C:6](=[N:7][C:2]([NH:27][CH2:26][CH2:25][N:19]4[CH2:24][CH2:23][CH2:22][CH2:21][CH2:20]4)=[N:3][CH:4]=3)[NH:8][N:9]=2)[CH:16]=[CH:15][N:14]=1. The catalyst class is: 41.